Dataset: Forward reaction prediction with 1.9M reactions from USPTO patents (1976-2016). Task: Predict the product of the given reaction. (1) Given the reactants C(OC[O:5][CH:6]1[CH2:24][CH:23]2[N:8]([C:9](=[O:45])[N:10](CC3C=CC(OC)=CC=3)[CH2:11][CH2:12][CH2:13][CH2:14][CH2:15][CH:16]=[CH:17][CH:18]3[C:20]([C:26]([NH:28][S:29]([C:32]4([CH3:35])[CH2:34][CH2:33]4)(=[O:31])=[O:30])=[O:27])([NH:21][C:22]2=[O:25])[CH2:19]3)[CH2:7]1)C.ClCCl.FC(F)(F)C(O)=O.O, predict the reaction product. The product is: [OH:5][CH:6]1[CH2:24][CH:23]2[N:8]([C:9](=[O:45])[NH:10][CH2:11][CH2:12][CH2:13][CH2:14][CH2:15][CH:16]=[CH:17][CH:18]3[C:20]([C:26]([NH:28][S:29]([C:32]4([CH3:35])[CH2:34][CH2:33]4)(=[O:31])=[O:30])=[O:27])([NH:21][C:22]2=[O:25])[CH2:19]3)[CH2:7]1. (2) Given the reactants [N+:1]([C:4]1[CH:5]=[C:6]([CH:16]=[CH:17][CH:18]=1)[C:7]([NH:9][C:10]1[CH:15]=[CH:14][N:13]=[CH:12][CH:11]=1)=[O:8])([O-])=O, predict the reaction product. The product is: [NH2:1][C:4]1[CH:5]=[C:6]([CH:16]=[CH:17][CH:18]=1)[C:7]([NH:9][C:10]1[CH:15]=[CH:14][N:13]=[CH:12][CH:11]=1)=[O:8]. (3) Given the reactants [C:1]([C:3]1[CH:8]=[CH:7][C:6]([N:9]([CH2:14][CH2:15][CH3:16])[CH2:10][C:11]([OH:13])=O)=[CH:5][C:4]=1[C:17]([F:20])([F:19])[F:18])#[N:2].[C:21]1([C@H:27]([NH2:29])[CH3:28])[CH:26]=[CH:25][CH:24]=[CH:23][CH:22]=1, predict the reaction product. The product is: [C:1]([C:3]1[CH:8]=[CH:7][C:6]([N:9]([CH2:14][CH2:15][CH3:16])[CH2:10][C:11]([NH:29][C@@H:27]([C:21]2[CH:26]=[CH:25][CH:24]=[CH:23][CH:22]=2)[CH3:28])=[O:13])=[CH:5][C:4]=1[C:17]([F:20])([F:19])[F:18])#[N:2]. (4) Given the reactants [Cl:1][C:2]1[CH:3]=[C:4]([CH:14]=[C:15]([Cl:17])[CH:16]=1)[O:5][CH2:6][C:7]([O:9][C:10]([CH3:13])([CH3:12])[CH3:11])=[O:8].[Br:18]N1C(=O)CCC1=O, predict the reaction product. The product is: [Br:18][CH:6]([O:5][C:4]1[CH:3]=[C:2]([Cl:1])[CH:16]=[C:15]([Cl:17])[CH:14]=1)[C:7]([O:9][C:10]([CH3:12])([CH3:13])[CH3:11])=[O:8]. (5) Given the reactants [CH3:1][O:2][C:3]([NH:5][CH2:6][CH2:7][CH2:8][N:9]1[C:13]([C:14]2[CH:19]=[CH:18][CH:17]=[CH:16][N:15]=2)=[CH:12][C:11]([C:20]([O:22][CH3:23])=[O:21])=[N:10]1)=[O:4].[B-](F)(F)(F)[F:25].[B-](F)(F)(F)F.C1[N+]2(CCl)CC[N+](F)(CC2)C1, predict the reaction product. The product is: [F:25][C:12]1[C:11]([C:20]([O:22][CH3:23])=[O:21])=[N:10][N:9]([CH2:8][CH2:7][CH2:6][NH:5][C:3]([O:2][CH3:1])=[O:4])[C:13]=1[C:14]1[CH:19]=[CH:18][CH:17]=[CH:16][N:15]=1. (6) Given the reactants [CH3:1][O:2][C:3]1[CH:4]=[C:5]2[C:10](=[CH:11][C:12]=1[O:13][CH3:14])[N:9]=[CH:8][N:7]=[C:6]2[O:15][C:16]1[CH:17]=[C:18]([CH:20]=[CH:21][CH:22]=1)[NH2:19].[CH:23]([C:26]1[CH:30]=[C:29]([NH:31][C:32](=O)[O:33]C2C=CC=CC=2)[N:28]([C:41]2[CH:46]=[CH:45][CH:44]=[CH:43][CH:42]=2)[N:27]=1)([CH3:25])[CH3:24], predict the reaction product. The product is: [CH3:1][O:2][C:3]1[CH:4]=[C:5]2[C:10](=[CH:11][C:12]=1[O:13][CH3:14])[N:9]=[CH:8][N:7]=[C:6]2[O:15][C:16]1[CH:17]=[C:18]([NH:19][C:32]([NH:31][C:29]2[N:28]([C:41]3[CH:42]=[CH:43][CH:44]=[CH:45][CH:46]=3)[N:27]=[C:26]([CH:23]([CH3:25])[CH3:24])[CH:30]=2)=[O:33])[CH:20]=[CH:21][CH:22]=1. (7) Given the reactants C1CCC(N=C=NC2CCCCC2)CC1.[N+:16]([C:19]1[CH:24]=[C:23](Cl)[C:22](Cl)=[CH:21][C:20]=1[CH2:27][C:28]([N:30]([CH3:49])[C@@H:31]1[C:40]2[C:35](=[CH:36][CH:37]=[C:38]([N+:41]([O-:43])=[O:42])[CH:39]=2)CC[C@H:32]1[N:44]1[CH2:48][CH2:47][CH2:46][CH2:45]1)=[O:29])([O-:18])=[O:17].[N+](C1C=CC=CC=1CC(O)=O)([O-])=O.N1C=CC=CC=1.Cl.O(CC)CC.Cl, predict the reaction product. The product is: [N+:16]([C:19]1[CH:24]=[CH:23][CH:22]=[CH:21][C:20]=1[CH2:27][C:28]([N:30]([CH3:49])[C@@H:31]([C:40]1[CH:35]=[CH:36][CH:37]=[C:38]([N+:41]([O-:43])=[O:42])[CH:39]=1)[CH2:32][N:44]1[CH2:45][CH2:46][CH2:47][CH2:48]1)=[O:29])([O-:18])=[O:17].